This data is from Reaction yield outcomes from USPTO patents with 853,638 reactions. The task is: Predict the reaction yield, written as a fraction of the theoretical maximum amount of product (1.0 means a 100% yield; for example, 0.34 means a 34% yield). (1) The reactants are ClC1C=C([C:9]2[N:13]3[C:14]4[N:22]=[C:21]([O:23][CH3:24])[CH:20]=[CH:19][C:15]=4[N:16]=[C:17]([CH3:18])[C:12]3=[C:11]([CH3:25])[N:10]=2)C=C(Cl)C=1.[CH3:26][O:27][C:28]1[CH:33]=[CH:32][N:31]=[CH:30][C:29]=1B(O)O. No catalyst specified. The product is [CH3:24][O:23][C:21]1[CH:20]=[CH:19][C:15]2[N:16]=[C:17]([CH3:18])[C:12]3[N:13]([C:9]([C:29]4[CH:30]=[N:31][CH:32]=[CH:33][C:28]=4[O:27][CH3:26])=[N:10][C:11]=3[CH3:25])[C:14]=2[N:22]=1. The yield is 0.380. (2) The reactants are [CH2:1]([O:3][C:4]([C:6]1[CH:7]=[N:8][NH:9][C:10]=1[NH2:11])=[O:5])[CH3:2].C([O-])([O-])=O.[Na+].[Na+].Br[CH:19]([CH3:28])[C:20]([C:22]1[CH:27]=[CH:26][CH:25]=[CH:24][CH:23]=1)=[O:21].CCOC(C)=O.CCCCCC. The catalyst is CN(C=O)C.CCOC(C)=O. The product is [CH2:1]([O:3][C:4]([C:6]1[CH:7]=[N:8][N:9]([CH:19]([CH3:28])[C:20](=[O:21])[C:22]2[CH:27]=[CH:26][CH:25]=[CH:24][CH:23]=2)[C:10]=1[NH2:11])=[O:5])[CH3:2]. The yield is 0.120. (3) The reactants are [Br:1][C:2]1[CH:3]=[CH:4][C:5]([OH:19])=[C:6]([CH:18]=1)[CH2:7][CH:8]1[CH2:11][N:10]([C:12](=[O:17])[C:13]([F:16])([F:15])[F:14])[CH2:9]1.C([O-])([O-])=O.[Cs+].[Cs+].Br[CH2:27][C:28]1[O:29][C:30]([C:33]([F:36])([F:35])[F:34])=[CH:31][CH:32]=1.C(=O)(O)[O-].[Na+]. The catalyst is CN(C=O)C.CCOC(C)=O. The product is [Br:1][C:2]1[CH:3]=[CH:4][C:5]([O:19][CH2:27][C:28]2[O:29][C:30]([C:33]([F:36])([F:35])[F:34])=[CH:31][CH:32]=2)=[C:6]([CH:18]=1)[CH2:7][CH:8]1[CH2:11][N:10]([C:12](=[O:17])[C:13]([F:15])([F:16])[F:14])[CH2:9]1. The yield is 0.910. (4) The reactants are [I:1][C:2]1[CH:11]=[C:10]2[C:5]([C:6](=O)[CH:7]=[CH:8][NH:9]2)=[CH:4][C:3]=1[CH3:13].[Cl-:14].[P+]=O.[OH-].[NH4+]. The catalyst is CN(C)C=O. The product is [Cl:14][C:6]1[C:5]2[C:10](=[CH:11][C:2]([I:1])=[C:3]([CH3:13])[CH:4]=2)[N:9]=[CH:8][CH:7]=1. The yield is 0.980. (5) The reactants are [S:1]1[CH:5]=[CH:4][CH:3]=[C:2]1[Li].[N:7]12[CH2:14][CH2:13][C:10]([C:15]([O:17]CC)=O)([CH2:11][CH2:12]1)[CH2:9][CH2:8]2. The catalyst is C1COCC1. The product is [N:7]12[CH2:8][CH2:9][C:10]([C:15]([C:2]3[S:1][CH:5]=[CH:4][CH:3]=3)([C:2]3[S:1][CH:5]=[CH:4][CH:3]=3)[OH:17])([CH2:11][CH2:12]1)[CH2:13][CH2:14]2. The yield is 0.595. (6) The reactants are [ClH:1].[NH2:2][C:3]1[N:8]=[CH:7][C:6](/[CH:9]=[CH:10]/[C:11](O)=[O:12])=[CH:5][C:4]=1[CH2:14][N:15]1[CH2:20][CH2:19][CH:18]([CH2:21][C:22]2[CH:27]=CC=[CH:24][CH:23]=2)[CH2:17][CH2:16]1.Cl.[CH3:29][N:30]1[CH2:36][C:35]2[CH:37]=[C:38](/[CH:41]=[CH:42]/[C:43](O)=O)C=N[C:34]=2[NH:33][C:32](=O)[CH2:31]1.CN[CH2:49][C:50]1N(C)C2C(C=1)=CC=CC=2.CNCC1C=CC2C(=CC=CC=2)C=1CCC. No catalyst specified. The product is [ClH:1].[NH2:2][C:3]1[N:8]=[CH:7][C:6](/[CH:9]=[CH:10]/[C:11]([N:33]([CH3:34])[CH2:32][C:31]2[N:30]([CH3:29])[C:36]3[C:42]([CH:43]=2)=[CH:41][CH:38]=[CH:37][CH:35]=3)=[O:12])=[CH:5][C:4]=1[CH2:14][N:15]1[CH2:20][CH2:19][CH:18]([CH2:21][C:22]2[CH:23]=[CH:24][CH:50]=[CH:49][CH:27]=2)[CH2:17][CH2:16]1. The yield is 0.300. (7) The reactants are [NH2:1][C:2]1[CH:7]=[CH:6][C:5]([CH3:8])=[CH:4][C:3]=1[NH:9][CH:10]1[CH2:15][CH2:14][N:13]([C@H:16]2[CH2:21][CH2:20][C@@H:19]([O:22][CH2:23][CH2:24][CH3:25])[CH2:18][CH2:17]2)[CH2:12][CH2:11]1.C(N(C(C)C)CC)(C)C.Cl[C:36](Cl)([O:38]C(=O)OC(Cl)(Cl)Cl)Cl.O. The catalyst is ClCCl. The product is [CH3:8][C:5]1[CH:6]=[CH:7][C:2]2[NH:1][C:36](=[O:38])[N:9]([CH:10]3[CH2:11][CH2:12][N:13]([C@H:16]4[CH2:21][CH2:20][C@@H:19]([O:22][CH2:23][CH2:24][CH3:25])[CH2:18][CH2:17]4)[CH2:14][CH2:15]3)[C:3]=2[CH:4]=1. The yield is 0.350.